Dataset: Reaction yield outcomes from USPTO patents with 853,638 reactions. Task: Predict the reaction yield, written as a fraction of the theoretical maximum amount of product (1.0 means a 100% yield; for example, 0.34 means a 34% yield). The reactants are [C:1]([O:4][C@H:5]1[CH2:10][CH2:9][C@@H:8](Cl)[CH:7]=[CH:6]1)(=[O:3])[CH3:2].[N-:12]=[N+:13]=[N-:14].[Na+]. The catalyst is CN(C=O)C.[Cl-].[Na+].O.C(OCC)C.O. The product is [C:1]([O:4][C@H:5]1[CH2:10][CH2:9][C@H:8]([N:12]=[N+:13]=[N-:14])[CH:7]=[CH:6]1)(=[O:3])[CH3:2]. The yield is 0.850.